This data is from Reaction yield outcomes from USPTO patents with 853,638 reactions. The task is: Predict the reaction yield, written as a fraction of the theoretical maximum amount of product (1.0 means a 100% yield; for example, 0.34 means a 34% yield). (1) The reactants are [Cl-].[CH3:2][O:3]C[P+](C1C=CC=CC=1)(C1C=CC=CC=1)C1C=CC=CC=1.[Li+].C[Si]([N-][Si](C)(C)C)(C)C.[CH2:34]([N:41]1[CH2:46][CH:45]=[C:44]([C:47]([CH3:51])([CH3:50])[CH:48]=O)[CH2:43][CH2:42]1)[C:35]1[CH:40]=[CH:39][CH:38]=[CH:37][CH:36]=1.Cl. The catalyst is O1CCCC1.O. The product is [CH2:34]([N:41]1[CH2:46][CH:45]=[C:44]([C:47]([CH3:51])([CH3:50])[CH2:48][CH:2]=[O:3])[CH2:43][CH2:42]1)[C:35]1[CH:40]=[CH:39][CH:38]=[CH:37][CH:36]=1. The yield is 0.280. (2) The reactants are [CH3:1][C:2]1[CH:3]=[C:4]2[C:9](=[CH:10][CH:11]=1)[N:8]=[CH:7][CH:6]=[CH:5]2.[Se](=O)=[O:13].CCCCC.CCOC(C)=O. The catalyst is CO. The product is [N:8]1[C:9]2[C:4](=[CH:3][C:2]([CH:1]=[O:13])=[CH:11][CH:10]=2)[CH:5]=[CH:6][CH:7]=1. The yield is 0.210.